From a dataset of NCI-60 drug combinations with 297,098 pairs across 59 cell lines. Regression. Given two drug SMILES strings and cell line genomic features, predict the synergy score measuring deviation from expected non-interaction effect. (1) Drug 2: C1CN(CCN1C(=O)CCBr)C(=O)CCBr. Cell line: OVCAR-8. Synergy scores: CSS=21.2, Synergy_ZIP=-6.16, Synergy_Bliss=4.83, Synergy_Loewe=0.421, Synergy_HSA=4.19. Drug 1: C1CCC(CC1)NC(=O)N(CCCl)N=O. (2) Drug 1: C1CN1P(=S)(N2CC2)N3CC3. Drug 2: CCC1(CC2CC(C3=C(CCN(C2)C1)C4=CC=CC=C4N3)(C5=C(C=C6C(=C5)C78CCN9C7C(C=CC9)(C(C(C8N6C=O)(C(=O)OC)O)OC(=O)C)CC)OC)C(=O)OC)O.OS(=O)(=O)O. Cell line: MOLT-4. Synergy scores: CSS=86.3, Synergy_ZIP=1.85, Synergy_Bliss=2.23, Synergy_Loewe=1.23, Synergy_HSA=2.63. (3) Drug 1: COC1=C(C=C2C(=C1)N=CN=C2NC3=CC(=C(C=C3)F)Cl)OCCCN4CCOCC4. Drug 2: C1=CC(=C2C(=C1NCCNCCO)C(=O)C3=C(C=CC(=C3C2=O)O)O)NCCNCCO. Cell line: A549. Synergy scores: CSS=67.3, Synergy_ZIP=9.33, Synergy_Bliss=8.62, Synergy_Loewe=5.68, Synergy_HSA=14.8. (4) Drug 1: CN(C)C1=NC(=NC(=N1)N(C)C)N(C)C. Drug 2: CN(CC1=CN=C2C(=N1)C(=NC(=N2)N)N)C3=CC=C(C=C3)C(=O)NC(CCC(=O)O)C(=O)O. Cell line: COLO 205. Synergy scores: CSS=18.5, Synergy_ZIP=1.54, Synergy_Bliss=7.59, Synergy_Loewe=-24.1, Synergy_HSA=2.62. (5) Drug 2: C(CC(=O)O)C(=O)CN.Cl. Cell line: NCI/ADR-RES. Drug 1: C1CCC(C1)C(CC#N)N2C=C(C=N2)C3=C4C=CNC4=NC=N3. Synergy scores: CSS=-0.861, Synergy_ZIP=-0.288, Synergy_Bliss=-3.05, Synergy_Loewe=-3.89, Synergy_HSA=-4.02. (6) Drug 1: CN1CCC(CC1)COC2=C(C=C3C(=C2)N=CN=C3NC4=C(C=C(C=C4)Br)F)OC. Drug 2: CC1=C(C=C(C=C1)NC2=NC=CC(=N2)N(C)C3=CC4=NN(C(=C4C=C3)C)C)S(=O)(=O)N.Cl. Cell line: DU-145. Synergy scores: CSS=16.3, Synergy_ZIP=-0.802, Synergy_Bliss=9.81, Synergy_Loewe=-5.13, Synergy_HSA=7.89. (7) Drug 1: C1CCC(CC1)NC(=O)N(CCCl)N=O. Cell line: HCT116. Drug 2: C1=NC2=C(N1)C(=S)N=C(N2)N. Synergy scores: CSS=41.3, Synergy_ZIP=-4.75, Synergy_Bliss=-7.48, Synergy_Loewe=-10.1, Synergy_HSA=-2.11.